Dataset: Forward reaction prediction with 1.9M reactions from USPTO patents (1976-2016). Task: Predict the product of the given reaction. (1) Given the reactants CO[C:3]1[CH:8]=[CH:7][C:6](C)=[CH:5][C:4]=1[S:10]([C:13]1[CH:14]=[C:15]([C:22]([O:24][CH3:25])=[O:23])[C:16]2[O:20][CH2:19][CH2:18][C:17]=2[CH:21]=1)(=[O:12])=[O:11].O1C2C(C(OC)=O)=CC=CC=2CC1.C1(S(O)(=O)=O)C=CC=CC=1, predict the reaction product. The product is: [C:4]1([S:10]([C:13]2[CH:14]=[C:15]([C:22]([O:24][CH3:25])=[O:23])[C:16]3[O:20][CH2:19][CH2:18][C:17]=3[CH:21]=2)(=[O:12])=[O:11])[CH:3]=[CH:8][CH:7]=[CH:6][CH:5]=1. (2) Given the reactants [CH3:1][C:2]1([CH3:32])[CH2:11][C:10]2[C:5](=[CH:6][CH:7]=[C:8]([C:12]([O:14][CH3:15])=[O:13])[CH:9]=2)[N:4]=[C:3]1[C:16]1[CH:21]=[CH:20][CH:19]=[C:18]([S:22](=[O:31])(=[O:30])[NH:23][CH:24]2[CH2:28][CH2:27][N:26]([CH3:29])[CH2:25]2)[CH:17]=1, predict the reaction product. The product is: [CH3:1][C:2]1([CH3:32])[CH2:11][C:10]2[C:5](=[CH:6][CH:7]=[C:8]([C:12]([O:14][CH3:15])=[O:13])[CH:9]=2)[NH:4][CH:3]1[C:16]1[CH:21]=[CH:20][CH:19]=[C:18]([S:22](=[O:31])(=[O:30])[NH:23][CH:24]2[CH2:28][CH2:27][N:26]([CH3:29])[CH2:25]2)[CH:17]=1. (3) Given the reactants [O:1]1[CH2:28][CH:2]1[CH2:3][O:4][C:5]1[CH:14]=[C:13]2[C:8]([C:9]([O:15][C:16]3[CH:17]=[C:18]4[C:22](=[CH:23][CH:24]=3)[NH:21][C:20]([CH3:25])=[CH:19]4)=[N:10][CH:11]=[N:12]2)=[CH:7][C:6]=1[O:26][CH3:27].[CH3:29][N:30]1[CH2:35][CH2:34][NH:33][CH2:32][CH2:31]1, predict the reaction product. The product is: [OH:1][CH:2]([CH2:28][N:33]1[CH2:34][CH2:35][N:30]([CH3:29])[CH2:31][CH2:32]1)[CH2:3][O:4][C:5]1[CH:14]=[C:13]2[C:8]([C:9]([O:15][C:16]3[CH:17]=[C:18]4[C:22](=[CH:23][CH:24]=3)[NH:21][C:20]([CH3:25])=[CH:19]4)=[N:10][CH:11]=[N:12]2)=[CH:7][C:6]=1[O:26][CH3:27]. (4) Given the reactants Cl[C:2]1[N:7]=[CH:6][N:5]=[C:4]([NH:8][C:9]2[CH:14]=[CH:13][CH:12]=[C:11]([CH2:15][S:16]([CH3:19])(=[O:18])=[O:17])[CH:10]=2)[N:3]=1.[F:20][C:21]1[CH:26]=[CH:25][C:24](B(O)O)=[C:23]([O:30][CH3:31])[CH:22]=1, predict the reaction product. The product is: [F:20][C:21]1[CH:26]=[CH:25][C:24]([C:2]2[N:7]=[CH:6][N:5]=[C:4]([NH:8][C:9]3[CH:14]=[CH:13][CH:12]=[C:11]([CH2:15][S:16]([CH3:19])(=[O:18])=[O:17])[CH:10]=3)[N:3]=2)=[C:23]([O:30][CH3:31])[CH:22]=1. (5) Given the reactants [F:1][C:2]1[CH:11]=[C:10]2[C:5]([C:6]([OH:17])=[C:7]([C:12]([O:14]CC)=[O:13])[CH:8]=[N:9]2)=[CH:4][C:3]=1[O:18][CH3:19].[OH-].[Na+].Cl, predict the reaction product. The product is: [F:1][C:2]1[CH:11]=[C:10]2[C:5]([C:6]([OH:17])=[C:7]([C:12]([OH:14])=[O:13])[CH:8]=[N:9]2)=[CH:4][C:3]=1[O:18][CH3:19].